Dataset: Forward reaction prediction with 1.9M reactions from USPTO patents (1976-2016). Task: Predict the product of the given reaction. (1) Given the reactants [NH2:1][C:2]1[CH:3]=[C:4]2[C:9](=[C:10]([C:12]([N:14]([CH3:16])[CH3:15])=[O:13])[CH:11]=1)[N:8]=[CH:7][C:6]([C:17]#[N:18])=[C:5]2[NH:19][C:20]1[CH:25]=[CH:24][C:23]([F:26])=[C:22]([Cl:27])[CH:21]=1.[O:28]1[CH:32]=[CH:31][CH:30]=[C:29]1[CH:33]=O.[BH3-]C#N.[Na+], predict the reaction product. The product is: [Cl:27][C:22]1[CH:21]=[C:20]([NH:19][C:5]2[C:4]3[C:9](=[C:10]([C:12]([N:14]([CH3:15])[CH3:16])=[O:13])[CH:11]=[C:2]([NH:1][CH2:33][C:29]4[O:28][CH:32]=[CH:31][CH:30]=4)[CH:3]=3)[N:8]=[CH:7][C:6]=2[C:17]#[N:18])[CH:25]=[CH:24][C:23]=1[F:26]. (2) Given the reactants C(OCCS(C1C=CC(C([C:20]2[NH:29][C:23]3=[N:24][CH:25]=[C:26](F)[CH:27]=[C:22]3[CH:21]=2)=CC(C)C)=CC=1)(=O)=O)C, predict the reaction product. The product is: [NH:29]1[C:23]2=[N:24][CH:25]=[CH:26][CH:27]=[C:22]2[CH:21]=[CH:20]1. (3) Given the reactants C(OC(=O)[NH:7][C@H:8]1[CH2:11][C@@H:10]([NH:12][C:13]([C:15]2[C:23]3[C:18](=[N:19][CH:20]=[C:21]([C:24]4[C:32]5[C:27](=[CH:28][C:29]([F:33])=[CH:30][CH:31]=5)[N:26]([CH3:34])[N:25]=4)[N:22]=3)[N:17](COCC[Si](C)(C)C)[CH:16]=2)=[O:14])[CH2:9]1)(C)(C)C.FC(F)(F)C(O)=O.C(N)CN.O, predict the reaction product. The product is: [NH2:7][C@@H:8]1[CH2:9][C@H:10]([NH:12][C:13]([C:15]2[C:23]3[C:18](=[N:19][CH:20]=[C:21]([C:24]4[C:32]5[C:27](=[CH:28][C:29]([F:33])=[CH:30][CH:31]=5)[N:26]([CH3:34])[N:25]=4)[N:22]=3)[NH:17][CH:16]=2)=[O:14])[CH2:11]1. (4) Given the reactants [Cl:1]Cl.[CH2:3]([CH2:7][C@H:8]([NH2:12])[C:9]([OH:11])=[O:10])[CH2:4][CH2:5][NH2:6].[ClH:13], predict the reaction product. The product is: [ClH:1].[ClH:1].[Cl:13][CH:3]([CH2:4][CH2:5][NH2:6])[CH2:7][C@@H:8]([C:9]([OH:11])=[O:10])[NH2:12]. (5) The product is: [OH:78][CH2:77][CH2:76][N:70]1[CH2:75][CH2:74][N:73]([C:20]([C:18]2[CH:19]=[C:12]3[CH2:11][N:10]([C:8]([O:7][CH2:6][C:5]4[CH:4]=[C:3]([C:2]([F:30])([F:1])[F:31])[CH:25]=[C:24]([C:26]([F:29])([F:28])[F:27])[CH:23]=4)=[O:9])[CH2:16][CH2:15][CH2:14][N:13]3[N:17]=2)=[O:21])[CH2:72][CH2:71]1. Given the reactants [F:1][C:2]([F:31])([F:30])[C:3]1[CH:4]=[C:5]([CH:23]=[C:24]([C:26]([F:29])([F:28])[F:27])[CH:25]=1)[CH2:6][O:7][C:8]([N:10]1[CH2:16][CH2:15][CH2:14][N:13]2[N:17]=[C:18]([C:20](O)=[O:21])[CH:19]=[C:12]2[CH2:11]1)=[O:9].CN(C)C=O.F[P-](F)(F)(F)(F)F.C[N+](C)=C(N(C)C)ON1C2N=CC=CC=2N=N1.C(N(CC)C(C)C)(C)C.[N:70]1([CH2:76][CH2:77][OH:78])[CH2:75][CH2:74][NH:73][CH2:72][CH2:71]1, predict the reaction product. (6) Given the reactants C(OC([N:8]1[CH2:12][C@@H:11]([CH2:13][C@H:14]([O:18][C:19]2[CH:24]=[CH:23][C:22]([O:25][CH3:26])=[C:21]([O:27][CH2:28][CH2:29][CH2:30][O:31][CH3:32])[CH:20]=2)[CH:15]([CH3:17])[CH3:16])[C@H:10]([CH2:33][N:34]([CH:44]2[CH2:46][CH2:45]2)[C:35]([O:37][CH:38]2[CH2:43][CH2:42][O:41][CH2:40][CH2:39]2)=[O:36])[CH2:9]1)=O)(C)(C)C, predict the reaction product. The product is: [O:41]1[CH2:42][CH2:43][CH:38]([O:37][C:35](=[O:36])[N:34]([CH:44]2[CH2:46][CH2:45]2)[CH2:33][C@H:10]2[C@H:11]([CH2:13][C@@H:14]([O:18][C:19]3[CH:24]=[CH:23][C:22]([O:25][CH3:26])=[C:21]([O:27][CH2:28][CH2:29][CH2:30][O:31][CH3:32])[CH:20]=3)[CH:15]([CH3:16])[CH3:17])[CH2:12][NH:8][CH2:9]2)[CH2:39][CH2:40]1. (7) Given the reactants C[O:2][C:3](=[O:27])[C@@H:4]([N:12]1[CH2:16][C:15]2=[CH:17][C:18]3[C:19]([Cl:25])=[CH:20][CH:21]=[CH:22][C:23]=3[O:24][CH:14]2[C:13]1=[O:26])[CH2:5][CH:6]1[CH2:11][CH2:10][CH2:9][CH2:8][CH2:7]1.O.[OH-].[Li+], predict the reaction product. The product is: [Cl:25][C:19]1[C:18]2[CH2:17][C:15]3[CH2:16][N:12]([C@@H:4]([CH2:5][CH:6]4[CH2:11][CH2:10][CH2:9][CH2:8][CH2:7]4)[C:3]([OH:27])=[O:2])[C:13](=[O:26])[C:14]=3[O:24][C:23]=2[CH:22]=[CH:21][CH:20]=1. (8) Given the reactants F[C:2]1[CH:7]=[CH:6][C:5]([N+:8]([O-:10])=[O:9])=[CH:4][CH:3]=1.Cl.[O:12]([CH:19]1[CH2:24][CH2:23][NH:22][CH2:21][CH2:20]1)[C:13]1[CH:18]=[CH:17][CH:16]=[CH:15][CH:14]=1.C(=O)([O-])[O-].[K+].[K+].O, predict the reaction product. The product is: [N+:8]([C:5]1[CH:6]=[CH:7][C:2]([N:22]2[CH2:23][CH2:24][CH:19]([O:12][C:13]3[CH:18]=[CH:17][CH:16]=[CH:15][CH:14]=3)[CH2:20][CH2:21]2)=[CH:3][CH:4]=1)([O-:10])=[O:9].